From a dataset of Peptide-MHC class I binding affinity with 185,985 pairs from IEDB/IMGT. Regression. Given a peptide amino acid sequence and an MHC pseudo amino acid sequence, predict their binding affinity value. This is MHC class I binding data. (1) The peptide sequence is FRQVCHTTV. The MHC is HLA-B27:05 with pseudo-sequence HLA-B27:05. The binding affinity (normalized) is 0.534. (2) The peptide sequence is WGKEAVNHF. The MHC is HLA-A69:01 with pseudo-sequence HLA-A69:01. The binding affinity (normalized) is 0.0847. (3) The peptide sequence is HVFFSEYIV. The MHC is HLA-A30:01 with pseudo-sequence HLA-A30:01. The binding affinity (normalized) is 0.373. (4) The MHC is HLA-A02:02 with pseudo-sequence HLA-A02:02. The peptide sequence is FLLPSLATV. The binding affinity (normalized) is 1.00.